Predict the reactants needed to synthesize the given product. From a dataset of Full USPTO retrosynthesis dataset with 1.9M reactions from patents (1976-2016). Given the product [CH2:6]([N:13]1[C@@H:18]2[CH:19]([C:21]([O:23][C:24]([CH3:27])([CH3:26])[CH3:25])=[O:22])[CH2:20][C@@:14]1([C:29]1[CH:30]=[CH:31][CH:32]=[CH:33][CH:34]=1)[C@:15]([C:38]#[C:37][CH2:36][OH:35])([OH:28])[CH2:16][CH2:17]2)[C:7]1[CH:8]=[CH:9][CH:10]=[CH:11][CH:12]=1, predict the reactants needed to synthesize it. The reactants are: C([Li])CCC.[CH2:6]([N:13]1[C@@H:18]2[CH:19]([C:21]([O:23][C:24]([CH3:27])([CH3:26])[CH3:25])=[O:22])[CH2:20][C@@:14]1([C:29]1[CH:34]=[CH:33][CH:32]=[CH:31][CH:30]=1)[C:15](=[O:28])[CH2:16][CH2:17]2)[C:7]1[CH:12]=[CH:11][CH:10]=[CH:9][CH:8]=1.[O:35]1C[CH2:38][CH2:37][CH2:36]1.